From a dataset of Forward reaction prediction with 1.9M reactions from USPTO patents (1976-2016). Predict the product of the given reaction. Given the reactants [C:1]([O:9][CH2:10][CH3:11])(=[O:8])[CH2:2][C:3]([O:5][CH2:6][CH3:7])=[O:4].[H-].[Na+].F[C:15]1[CH:16]=[C:17]([O:30][CH2:31][C:32]([F:35])([F:34])[F:33])[C:18]([N+:27]([O-:29])=[O:28])=[C:19]([O:21][CH2:22][C:23]([F:26])([F:25])[F:24])[CH:20]=1.O, predict the reaction product. The product is: [CH2:10]([O:9][C:1](=[O:8])[CH:2]([C:15]1[CH:16]=[C:17]([O:30][CH2:31][C:32]([F:34])([F:35])[F:33])[C:18]([N+:27]([O-:29])=[O:28])=[C:19]([O:21][CH2:22][C:23]([F:24])([F:26])[F:25])[CH:20]=1)[C:3]([O:5][CH2:6][CH3:7])=[O:4])[CH3:11].